From a dataset of Forward reaction prediction with 1.9M reactions from USPTO patents (1976-2016). Predict the product of the given reaction. (1) Given the reactants CS([O:5][CH2:6][CH2:7][CH2:8][N:9]1[CH2:14][CH2:13][O:12][CH2:11][CH2:10]1)(=O)=O.[CH3:15][O:16][C:17]1[CH:22]=[C:21]([N+:23]([O-:25])=[O:24])[CH:20]=[CH:19][C:18]=1O, predict the reaction product. The product is: [CH3:15][O:16][C:17]1[CH:22]=[C:21]([N+:23]([O-:25])=[O:24])[CH:20]=[CH:19][C:18]=1[O:5][CH2:6][CH2:7][CH2:8][N:9]1[CH2:14][CH2:13][O:12][CH2:11][CH2:10]1. (2) Given the reactants FC(F)(F)S(O[C:7]1[CH:12]=[CH:11][C:10]([C:13](=[O:15])[CH3:14])=[CH:9][C:8]=1[CH3:16])(=O)=O.[CH3:19][C:20]([CH3:37])([CH3:36])[CH2:21][N:22]1[C:30]2[C:25](=[N:26][C:27](B(O)O)=[CH:28][CH:29]=2)[N:24]([CH3:34])[C:23]1=[O:35].C(=O)([O-])[O-].[Cs+].[Cs+], predict the reaction product. The product is: [C:13]([C:10]1[CH:11]=[CH:12][C:7]([C:27]2[N:26]=[C:25]3[N:24]([CH3:34])[C:23](=[O:35])[N:22]([CH2:21][C:20]([CH3:19])([CH3:37])[CH3:36])[C:30]3=[CH:29][CH:28]=2)=[C:8]([CH3:16])[CH:9]=1)(=[O:15])[CH3:14]. (3) Given the reactants [CH2:1]([N:8]([CH2:16][CH:17]([CH3:19])[CH3:18])[C:9]1[CH:10]=[C:11]([OH:15])[CH:12]=[CH:13][CH:14]=1)[C:2]1[CH:7]=[CH:6][CH:5]=[CH:4][CH:3]=1.C([O:22][CH:23]=[C:24]([C:30](OCC)=O)[C:25]([O:27][CH2:28][CH3:29])=[O:26])C.C1COCC1, predict the reaction product. The product is: [CH2:1]([N:8]([CH2:16][CH:17]([CH3:19])[CH3:18])[C:9]1[CH:10]=[C:11]2[C:12]([CH:30]=[C:24]([C:25]([O:27][CH2:28][CH3:29])=[O:26])[C:23](=[O:22])[O:15]2)=[CH:13][CH:14]=1)[C:2]1[CH:3]=[CH:4][CH:5]=[CH:6][CH:7]=1. (4) Given the reactants [Cl:1][C:2]1[N:7]=[N:6][C:5]([NH2:8])=[CH:4][CH:3]=1.[CH3:9][O:10][C:11]1[CH:12]=[C:13]([C:19](=O)[CH2:20][C:21](OCC)=[O:22])[CH:14]=[CH:15][C:16]=1[O:17][CH3:18], predict the reaction product. The product is: [Cl:1][C:2]1[CH:3]=[CH:4][C:5]2[N:6]([C:21](=[O:22])[CH:20]=[C:19]([C:13]3[CH:14]=[CH:15][C:16]([O:17][CH3:18])=[C:11]([O:10][CH3:9])[CH:12]=3)[N:8]=2)[N:7]=1. (5) Given the reactants [Cl:1][C:2]1[CH:3]=[C:4]([OH:12])[C:5](=[CH:7][C:8]=1[N+:9]([O-:11])=[O:10])[OH:6].[H-].[Na+].[F:15][C:16]1[C:23]([F:24])=[CH:22][CH:21]=[C:20]([O:25][CH3:26])[C:17]=1[CH2:18]Br.Cl, predict the reaction product. The product is: [Cl:1][C:2]1[C:8]([N+:9]([O-:11])=[O:10])=[CH:7][C:5]([O:6][CH2:18][C:17]2[C:20]([O:25][CH3:26])=[CH:21][CH:22]=[C:23]([F:24])[C:16]=2[F:15])=[C:4]([OH:12])[CH:3]=1. (6) Given the reactants [NH2:1]/[C:2](=[N:27]\[OH:28])/[C:3](=[N:10]\[O:11][CH2:12][C:13]1[N:18]=[C:17]([NH:19][C:20](=[O:26])[O:21][C:22]([CH3:25])([CH3:24])[CH3:23])[CH:16]=[CH:15][CH:14]=1)/[C:4]1[CH:9]=[CH:8][CH:7]=[CH:6][CH:5]=1.C1N=CN([C:34](N2C=NC=C2)=[O:35])C=1, predict the reaction product. The product is: [O:35]=[C:34]1[O:28][N:27]=[C:2](/[C:3](=[N:10]\[O:11][CH2:12][C:13]2[N:18]=[C:17]([NH:19][C:20](=[O:26])[O:21][C:22]([CH3:24])([CH3:25])[CH3:23])[CH:16]=[CH:15][CH:14]=2)/[C:4]2[CH:5]=[CH:6][CH:7]=[CH:8][CH:9]=2)[NH:1]1.